Predict the product of the given reaction. From a dataset of Forward reaction prediction with 1.9M reactions from USPTO patents (1976-2016). Given the reactants [N:1]1([CH2:6][CH2:7][CH2:8]O)[CH:5]=[CH:4][N:3]=[CH:2]1.[Br-:10].[Br-].C1(P(C2C=CC=CC=2)C2C=CC=CC=2)C=CC=CC=1, predict the reaction product. The product is: [Br:10][CH2:8][CH2:7][CH2:6][N:1]1[CH:5]=[CH:4][N:3]=[CH:2]1.